This data is from Peptide-MHC class II binding affinity with 134,281 pairs from IEDB. The task is: Regression. Given a peptide amino acid sequence and an MHC pseudo amino acid sequence, predict their binding affinity value. This is MHC class II binding data. The peptide sequence is GWDLNAASAYCSTWD. The MHC is DRB1_0405 with pseudo-sequence DRB1_0405. The binding affinity (normalized) is 0.218.